Dataset: NCI-60 drug combinations with 297,098 pairs across 59 cell lines. Task: Regression. Given two drug SMILES strings and cell line genomic features, predict the synergy score measuring deviation from expected non-interaction effect. (1) Drug 2: CS(=O)(=O)OCCCCOS(=O)(=O)C. Synergy scores: CSS=38.7, Synergy_ZIP=1.57, Synergy_Bliss=2.02, Synergy_Loewe=-43.0, Synergy_HSA=1.52. Cell line: HT29. Drug 1: C1=NC(=NC(=O)N1C2C(C(C(O2)CO)O)O)N. (2) Drug 1: CCN(CC)CCNC(=O)C1=C(NC(=C1C)C=C2C3=C(C=CC(=C3)F)NC2=O)C. Drug 2: CN(CC1=CN=C2C(=N1)C(=NC(=N2)N)N)C3=CC=C(C=C3)C(=O)NC(CCC(=O)O)C(=O)O. Cell line: OVCAR-8. Synergy scores: CSS=46.2, Synergy_ZIP=0.205, Synergy_Bliss=-0.155, Synergy_Loewe=-19.6, Synergy_HSA=-0.339.